This data is from Reaction yield outcomes from USPTO patents with 853,638 reactions. The task is: Predict the reaction yield, written as a fraction of the theoretical maximum amount of product (1.0 means a 100% yield; for example, 0.34 means a 34% yield). (1) The reactants are [OH:1][C:2]1[CH:3]=[C:4]([C:8](=[N:10]O)[CH3:9])[CH:5]=[CH:6][CH:7]=1.Cl.OCC1(OC[C@@H](O)[C@@H](O)[C@H]1O)O. The catalyst is CO.[Pd]. The product is [NH2:10][CH:8]([C:4]1[CH:3]=[C:2]([OH:1])[CH:7]=[CH:6][CH:5]=1)[CH3:9]. The yield is 1.00. (2) The reactants are Cl[C:2]([O:4][C:5]1[CH:10]=[CH:9][C:8]([N+:11]([O-:13])=[O:12])=[CH:7][CH:6]=1)=[O:3].[CH2:14]([O:21][P:22]([O:32][CH2:33][CH2:34][OH:35])([O:24][CH2:25][C:26]1[CH:31]=[CH:30][CH:29]=[CH:28][CH:27]=1)=[O:23])[C:15]1[CH:20]=[CH:19][CH:18]=[CH:17][CH:16]=1.C(N(CC)CC)C. The catalyst is ClCCl. The product is [C:2](=[O:3])([O:4][C:5]1[CH:6]=[CH:7][C:8]([N+:11]([O-:13])=[O:12])=[CH:9][CH:10]=1)[O:35][CH2:34][CH2:33][O:32][P:22]([O:21][CH2:14][C:15]1[CH:20]=[CH:19][CH:18]=[CH:17][CH:16]=1)([O:24][CH2:25][C:26]1[CH:31]=[CH:30][CH:29]=[CH:28][CH:27]=1)=[O:23]. The yield is 0.450. (3) The reactants are [CH2:1]([C:3]1([OH:17])[C:13]2[C:8](=[C:9]([O:14]C)[N:10]=[CH:11][CH:12]=2)[CH2:7][O:6][C:5](=[O:16])[CH2:4]1)[CH3:2]. The catalyst is Cl. The product is [CH2:1]([C:3]1([OH:17])[C:13]2[CH:12]=[CH:11][NH:10][C:9](=[O:14])[C:8]=2[CH2:7][O:6][C:5](=[O:16])[CH2:4]1)[CH3:2]. The yield is 0.490. (4) The reactants are [C:1](Cl)(=[O:17])[CH2:2][CH2:3][CH2:4][CH2:5][CH2:6][CH2:7][CH2:8][CH2:9][CH2:10][CH2:11][CH2:12][CH2:13][CH2:14][CH2:15][CH3:16].ClCCl.[CH3:22][C:23]1[CH:24]=[CH:25][CH:26]=[CH:27][C:28]=1[C:29]([NH:31][C:32]1[CH:33]=[CH:34][C:35]([C:39]([N:41]2[C:47]3[CH:48]=[CH:49][C:50]([Cl:52])=[CH:51][C:46]=3[CH:45]([OH:53])[CH2:44][CH2:43][CH2:42]2)=[O:40])=[C:36]([CH3:38])[CH:37]=1)=[O:30].N1C=CC=CC=1. The catalyst is O. The product is [C:1]([O:53][CH:45]1[CH2:44][CH2:43][CH2:42][N:41]([C:39](=[O:40])[C:35]2[CH:34]=[CH:33][C:32]([NH:31][C:29](=[O:30])[C:28]3[CH:27]=[CH:26][CH:25]=[CH:24][C:23]=3[CH3:22])=[CH:37][C:36]=2[CH3:38])[C:47]2[CH:48]=[CH:49][C:50]([Cl:52])=[CH:51][C:46]1=2)(=[O:17])[CH2:2][CH2:3][CH2:4][CH2:5][CH2:6][CH2:7][CH2:8][CH2:9][CH2:10][CH2:11][CH2:12][CH2:13][CH2:14][CH2:15][CH3:16]. The yield is 0.740. (5) The reactants are II.[C:3]([O:7][C:8](=[O:80])[CH2:9][CH2:10][C@H:11]1[NH:26][C:25](=[O:27])[CH2:24][C@@H:23](/[CH:28]=[CH:29]/[CH2:30][CH2:31][S:32]C(C2C=CC=CC=2)(C2C=CC=CC=2)C2C=CC=CC=2)[O:22][C:21](=[O:52])[CH2:20][NH:19][C:18](=[O:53])[C@@H:17]([CH:54]([CH3:56])[CH3:55])[NH:16][C:15](=[O:57])[C@@H:14]([CH2:58][S:59]C(C2C=CC=CC=2)(C2C=CC=CC=2)C2C=CC=CC=2)[NH:13][C:12]1=[O:79])([CH3:6])([CH3:5])[CH3:4]. The catalyst is C(Cl)Cl.CO. The product is [C:3]([O:7][C:8](=[O:80])[CH2:9][CH2:10][C@@H:11]1[C:12](=[O:79])[NH:13][C@@H:14]2[CH2:58][S:59][S:32][CH2:31][CH2:30][CH:29]=[CH:28][C@@H:23]([O:22][C:21](=[O:52])[CH2:20][NH:19][C:18](=[O:53])[C@@H:17]([CH:54]([CH3:56])[CH3:55])[NH:16][C:15]2=[O:57])[CH2:24][C:25](=[O:27])[NH:26]1)([CH3:6])([CH3:5])[CH3:4]. The yield is 0.690. (6) The yield is 0.290. The product is [CH3:22][CH:21]1[CH2:20][NH:19][C:13]([C:12]2[CH:16]=[CH:17][N:18]=[C:10]([NH:9][C:1](=[O:8])[C:2]3[CH:7]=[CH:6][CH:5]=[CH:4][CH:3]=3)[CH:11]=2)=[N:23]1. The reactants are [C:1]([NH:9][C:10]1[CH:11]=[C:12]([CH:16]=[CH:17][N:18]=1)[C:13](O)=O)(=[O:8])[C:2]1[CH:7]=[CH:6][CH:5]=[CH:4][CH:3]=1.[NH2:19][CH2:20][CH:21]([NH2:23])[CH3:22].P(Cl)(Cl)(Cl)=O. The catalyst is O1CCOCC1.